Dataset: Full USPTO retrosynthesis dataset with 1.9M reactions from patents (1976-2016). Task: Predict the reactants needed to synthesize the given product. (1) Given the product [CH3:22][O:23][C:24]1[CH:29]=[CH:28][C:27]([C:2]2[C:3]([C:16]3[CH:21]=[CH:20][CH:19]=[CH:18][CH:17]=3)=[N:4][C:5]3[C:10]([N:11]=2)=[CH:9][C:8]([C:12]([O:14][CH3:15])=[O:13])=[CH:7][CH:6]=3)=[CH:26][CH:25]=1, predict the reactants needed to synthesize it. The reactants are: Br[C:2]1[C:3]([C:16]2[CH:21]=[CH:20][CH:19]=[CH:18][CH:17]=2)=[N:4][C:5]2[C:10]([N:11]=1)=[CH:9][C:8]([C:12]([O:14][CH3:15])=[O:13])=[CH:7][CH:6]=2.[CH3:22][O:23][C:24]1[CH:29]=[CH:28][C:27](B(O)O)=[CH:26][CH:25]=1.C1(P(C2CCCCC2)C2CCCCC2)CCCCC1.[O-]P([O-])([O-])=O.[K+].[K+].[K+]. (2) Given the product [Cl:7][C:8]1[CH:9]=[C:10]([C@@H:16]([CH2:20][CH:21]2[CH2:22][C:23](=[O:25])[CH2:24]2)[C:17]([OH:19])=[O:18])[CH:11]=[CH:12][C:13]=1[S:14]([CH3:15])(=[O:27])=[O:32], predict the reactants needed to synthesize it. The reactants are: I([O-])(=O)(=O)=O.[Na+].[Cl:7][C:8]1[CH:9]=[C:10]([C@@H:16]([CH2:20][CH:21]2[CH2:24][C:23](=[O:25])[CH2:22]2)[C:17]([OH:19])=[O:18])[CH:11]=[CH:12][C:13]=1[S:14][CH3:15].[Mn]([O-])(=O)(=O)=[O:27].[K+].[OH2:32]. (3) Given the product [Cl:31][C:29]1[N:28]=[CH:27][N:26]([C:23]2[CH:24]=[CH:25][C:20]([NH:19][C:16]3[N:15]=[C:14]4[CH:6]([C:7]5[CH:12]=[CH:11][CH:10]=[CH:9][C:8]=5[F:13])[CH2:5][CH2:4][CH2:3][CH2:2][N:18]4[N:17]=3)=[CH:21][C:22]=2[O:32][CH3:33])[CH:30]=1, predict the reactants needed to synthesize it. The reactants are: Cl[CH2:2][CH2:3][CH2:4][CH2:5][CH:6]([C:14]1[NH:18][N:17]=[C:16]([NH:19][C:20]2[CH:25]=[CH:24][C:23]([N:26]3[CH:30]=[C:29]([Cl:31])[N:28]=[CH:27]3)=[C:22]([O:32][CH3:33])[CH:21]=2)[N:15]=1)[C:7]1[CH:12]=[CH:11][CH:10]=[CH:9][C:8]=1[F:13].[I-].[Na+]. (4) Given the product [C:12]([O:11][C:9]([N:5]1[CH2:6][CH2:7][CH2:8][C@@H:4]1[C:16]([OH:18])=[O:17])=[O:10])([CH3:15])([CH3:13])[CH3:14], predict the reactants needed to synthesize it. The reactants are: [OH-].[Na+].C[C@:4]1([C:16]([O-:18])=[O:17])[CH2:8][CH2:7][CH2:6][N:5]1[C:9]([O:11][C:12]([CH3:15])([CH3:14])[CH3:13])=[O:10]. (5) Given the product [CH3:3][O:4][C:5]([C:7]1[S:11][CH:10]=[N:9][C:8]=1[SH:12])=[O:6], predict the reactants needed to synthesize it. The reactants are: [OH-].[Na+].[CH3:3][O:4][C:5]([C:7]1[S:11][CH:10]=[N:9][C:8]=1[S:12]CCC(OC)=O)=[O:6].